From a dataset of Reaction yield outcomes from USPTO patents with 853,638 reactions. Predict the reaction yield, written as a fraction of the theoretical maximum amount of product (1.0 means a 100% yield; for example, 0.34 means a 34% yield). The reactants are [Br:1][C:2]1[CH:10]=[C:9]([N+:11]([O-:13])=[O:12])[CH:8]=[CH:7][C:3]=1[C:4]([OH:6])=[O:5].[C:14]([O-])([O-])=O.[K+].[K+].CI.O. The catalyst is CN(C)C=O. The product is [Br:1][C:2]1[CH:10]=[C:9]([N+:11]([O-:13])=[O:12])[CH:8]=[CH:7][C:3]=1[C:4]([O:6][CH3:14])=[O:5]. The yield is 0.920.